Dataset: Experimentally validated miRNA-target interactions with 360,000+ pairs, plus equal number of negative samples. Task: Binary Classification. Given a miRNA mature sequence and a target amino acid sequence, predict their likelihood of interaction. (1) The miRNA is rno-miR-214-3p with sequence ACAGCAGGCACAGACAGGCAG. Result: 0 (no interaction). The protein sequence of the target gene is MRWLTLIAVAHLIAFLSSAEITCPRIPEKCDCKISKSMIILSCNGEDVKTIAQTVGTSQIDELHILNGTDVKIESLPFNGLRTIAILNSTLQSFSPTAWRHVEATIEHITINGNELKTVPVFGNLSTLMSMNLNSNQISSIPDKAFNGLSALTQLRLENNAICDFPPKSLDAVKASLVLLDVSGNCLDAIPAQILRNAANLMYLDLGSNNISEINNFELMNLPFLRELRVQNNTLRRIHPMAFMNVPQLQYLYLQDNIISTLDGNRLQGFKNLEVLDVSNNALYALPSLKDLPNLKQVRV.... (2) The miRNA is mmu-miR-3061-3p with sequence CUACCUUUGAUAGUCCACUGCC. The protein sequence of the target gene is MFHSPRRLCSALLQRDAPGLRRLPAPGLRRPLSPPAAVPRPASPRLLAAASAASGAARSCSRTVCSMGTGTSRLYSALAKTLNSSAASQHPEYLVSPDPEHLEPIDPKELLEECRAVLHTRPPRFQRDFVDLRTDCPSTHPPIRVMQWNILAQALGEGKDNFVQCPVEALKWEERKCLILEEILAYQPDILCLQEVDHYFDTFQPLLSRLGYQGTFFPKPWSPCLDVEHNNGPDGCALFFLQNRFKLVNSANIRLTAMTLKTNQVAIAQTLECKESGRQFCIAVTHLKARTGWERFRSAQ.... Result: 0 (no interaction). (3) The miRNA is hsa-miR-619-3p with sequence GACCUGGACAUGUUUGUGCCCAGU. The protein sequence of the target gene is MSHQTGIQASEDVKEIFARARNGKYRLLKISIENEQLVVGSCSPPSDSWEQDYDSFVLPLLEDKQPCYVLFRLDSQNAQGYEWIFIAWSPDHSHVRQKMLYAATRATLKKEFGGGHIKDEVFGTVKEDVSLHGYKKYLLSQSSPAPLTAAEEELRQIKINEVQTDVSVDTKHQTLQGVAFPISRDAFQALEKLSKKQLNYVQLEIDIKNETIILANTENTELRDLPKRIPKDSARYHFFLYKHSHEGDYLESVVFIYSMPGYTCSIRERMLYSSCKSPLLEIVERQLQMDVIRKIEIDNG.... Result: 0 (no interaction). (4) The miRNA is hsa-miR-1255b-5p with sequence CGGAUGAGCAAAGAAAGUGGUU. Result: 1 (interaction). The protein sequence of the target gene is MGPPLKLFKNQKYQELKQECIKDSRLFCDPTFLPENDSLFYNRLLPGKVVWKRPQDICDDPHLIVGNISNHQLTQGRLGHKPMVSAFSCLAVQESHWTKTIPNHKEQEWDPQKTEKYAGIFHFRFWHFGEWTEVVIDDLLPTINGDLVFSFSTSMNEFWNALLEKAYAKLLGCYEALDGLTITDIIVDFTGTLAETVDMQKGRYTELVEEKYKLFGELYKTFTKGGLICCSIESPNQEEQEVETDWGLLKGHTYTMTDIRKIRLGERLVEVFSAEKVYMVRLRNPLGRQEWSGPWSEISE....